Dataset: Reaction yield outcomes from USPTO patents with 853,638 reactions. Task: Predict the reaction yield, written as a fraction of the theoretical maximum amount of product (1.0 means a 100% yield; for example, 0.34 means a 34% yield). The reactants are [N:1]1([CH2:7][CH2:8][O:9][C:10]2[CH:39]=[CH:38][C:13]([O:14][C:15]3[C:16]4[CH:36]=[CH:35][C:34]([OH:37])=[CH:33][C:17]=4[S:18][C:19]=3[C:20]3[CH:25]=[CH:24][C:23]([S:26]([C:29]([F:32])([F:31])[F:30])(=[O:28])=[O:27])=[CH:22][CH:21]=3)=[CH:12][CH:11]=2)[CH2:6][CH2:5][CH2:4][CH2:3][CH2:2]1.[C:40]([O:43]CC)(=[O:42])C. The catalyst is C(OCC)C. The product is [F:32][C:29]([F:30])([F:31])[C:40]([OH:43])=[O:42].[N:1]1([CH2:7][CH2:8][O:9][C:10]2[CH:11]=[CH:12][C:13]([O:14][C:15]3[C:16]4[CH:36]=[CH:35][C:34]([OH:37])=[CH:33][C:17]=4[S:18][C:19]=3[C:20]3[CH:21]=[CH:22][C:23]([S:26]([C:29]([F:30])([F:31])[F:32])(=[O:27])=[O:28])=[CH:24][CH:25]=3)=[CH:38][CH:39]=2)[CH2:6][CH2:5][CH2:4][CH2:3][CH2:2]1. The yield is 0.290.